From a dataset of Catalyst prediction with 721,799 reactions and 888 catalyst types from USPTO. Predict which catalyst facilitates the given reaction. (1) Reactant: [Cl:1][C:2]1[CH:10]=[C:9]([F:11])[CH:8]=[CH:7][C:3]=1[C:4]([OH:6])=[O:5].Cl[Si](C)(C)[CH3:14]. Product: [CH3:14][O:5][C:4](=[O:6])[C:3]1[CH:7]=[CH:8][C:9]([F:11])=[CH:10][C:2]=1[Cl:1]. The catalyst class is: 5. (2) Reactant: [Cl:1][C:2]1[CH:11]=[C:10]2[C:5]([C:6]([NH:18][CH3:19])=[N:7][C:8]([C:12]3[CH:13]=[N:14][CH:15]=[CH:16][CH:17]=3)=[N:9]2)=[CH:4][C:3]=1[CH3:20].[F:21][C:22]1[CH:23]=[C:24](B(O)O)[CH:25]=[CH:26][CH:27]=1.C1(P(C2CCCCC2)C2C=CC=CC=2C2C(OC)=CC=CC=2OC)CCCCC1.[O-]P([O-])([O-])=O.[K+].[K+].[K+]. Product: [ClH:1].[ClH:1].[F:21][C:22]1[CH:27]=[C:26]([C:2]2[CH:11]=[C:10]3[C:5]([C:6]([NH:18][CH3:19])=[N:7][C:8]([C:12]4[CH:13]=[N:14][CH:15]=[CH:16][CH:17]=4)=[N:9]3)=[CH:4][C:3]=2[CH3:20])[CH:25]=[CH:24][CH:23]=1. The catalyst class is: 708.